Dataset: Forward reaction prediction with 1.9M reactions from USPTO patents (1976-2016). Task: Predict the product of the given reaction. (1) Given the reactants CS(O[CH2:6][C:7]1[N:12]=[CH:11][C:10]2[N:13]([C:16]3[S:17][C:18]([C:34](=[O:36])[NH2:35])=[C:19]([O:21][C@@H:22]([C:24]4[CH:29]=[CH:28][CH:27]=[CH:26][C:25]=4[C:30]([F:33])([F:32])[F:31])[CH3:23])[CH:20]=3)[CH:14]=[N:15][C:9]=2[CH:8]=1)(=O)=O.[NH3:37], predict the reaction product. The product is: [NH2:37][CH2:6][C:7]1[N:12]=[CH:11][C:10]2[N:13]([C:16]3[S:17][C:18]([C:34]([NH2:35])=[O:36])=[C:19]([O:21][C@@H:22]([C:24]4[CH:29]=[CH:28][CH:27]=[CH:26][C:25]=4[C:30]([F:33])([F:31])[F:32])[CH3:23])[CH:20]=3)[CH:14]=[N:15][C:9]=2[CH:8]=1. (2) Given the reactants Br[C:2]1[CH:23]=[CH:22][C:5]([C:6]([NH:8][S:9]([C:12]2[CH:17]=[CH:16][CH:15]=[CH:14][C:13]=2[S:18](=[O:21])(=[O:20])[NH2:19])(=[O:11])=[O:10])=[O:7])=[CH:4][C:3]=1[O:24][CH3:25].[Cl:26][C:27]1[CH:32]=[CH:31][C:30]([C:33]#[CH:34])=[CH:29][CH:28]=1, predict the reaction product. The product is: [Cl:26][C:27]1[CH:32]=[CH:31][C:30]([C:33]#[C:34][C:2]2[CH:23]=[CH:22][C:5]([C:6]([NH:8][S:9]([C:12]3[CH:17]=[CH:16][CH:15]=[CH:14][C:13]=3[S:18](=[O:21])(=[O:20])[NH2:19])(=[O:11])=[O:10])=[O:7])=[CH:4][C:3]=2[O:24][CH3:25])=[CH:29][CH:28]=1.